From a dataset of Reaction yield outcomes from USPTO patents with 853,638 reactions. Predict the reaction yield, written as a fraction of the theoretical maximum amount of product (1.0 means a 100% yield; for example, 0.34 means a 34% yield). (1) The reactants are Cl[C:2]1[N:7]=[C:6]([C:8]2[S:12][C:11]([C:13]([CH3:16])([CH3:15])[CH3:14])=[N:10][C:9]=2[C:17]2[C:18]([F:35])=[C:19]([NH:23][S:24]([C:27]3[C:32]([F:33])=[CH:31][CH:30]=[CH:29][C:28]=3[F:34])(=[O:26])=[O:25])[CH:20]=[CH:21][CH:22]=2)[CH:5]=[CH:4][N:3]=1.[OH-].[NH4+:37]. The catalyst is CCCCCCC. The product is [NH2:37][C:2]1[N:7]=[C:6]([C:8]2[S:12][C:11]([C:13]([CH3:16])([CH3:15])[CH3:14])=[N:10][C:9]=2[C:17]2[C:18]([F:35])=[C:19]([NH:23][S:24]([C:27]3[C:32]([F:33])=[CH:31][CH:30]=[CH:29][C:28]=3[F:34])(=[O:26])=[O:25])[CH:20]=[CH:21][CH:22]=2)[CH:5]=[CH:4][N:3]=1. The yield is 0.880. (2) The product is [N+:1]([C:4]1[C:13]2[O:12][CH2:11][CH2:10][O:9][C:8]=2[CH:7]=[CH:6][C:5]=1[NH:36][C:39](=[O:24])[O:45][C:41]([CH3:44])([CH3:43])[CH3:42])([O-:3])=[O:2]. The reactants are [N+:1]([C:4]1[C:13]2[O:12][CH2:11][CH2:10][O:9][C:8]=2[CH:7]=[CH:6][C:5]=1C(O)=O)([O-:3])=[O:2].C1(P(N=[N+]=[N-])(C2C=CC=CC=2)=[O:24])C=CC=CC=1.C([N:36]([CH2:39]C)CC)C.[C:41]([OH:45])([CH3:44])([CH3:43])[CH3:42]. The yield is 0.460. No catalyst specified. (3) The reactants are [S:1]1[C:5]2[CH:6]=[CH:7][CH:8]=[CH:9][C:4]=2[N:3]=[C:2]1[NH:10][CH2:11][C:12]([N:14]1[C:23]2[C:18](=[CH:19][CH:20]=[CH:21][CH:22]=2)[CH2:17][CH2:16][CH2:15]1)=[O:13].[N:24]#[C:25]Br.C([O-])([O-])=O.[K+].[K+]. The catalyst is CC#N.CCOC(C)=O. The product is [S:1]1[C:5]2[CH:6]=[CH:7][CH:8]=[CH:9][C:4]=2[N:3]=[C:2]1[N:10]([CH2:11][C:12]([N:14]1[C:23]2[C:18](=[CH:19][CH:20]=[CH:21][CH:22]=2)[CH2:17][CH2:16][CH2:15]1)=[O:13])[C:25]#[N:24]. The yield is 0.280. (4) The reactants are [N:1]1[CH:6]=[CH:5][CH:4]=[C:3]([CH2:7][NH:8][C:9]([C:11]2[S:15][C:14]([C:16]3[CH:20]=[CH:19][N:18]([CH2:21][CH2:22][NH2:23])[N:17]=3)=[N:13][C:12]=2[CH3:24])=[O:10])[CH:2]=1.[F:25][C:26]1[CH:34]=[CH:33][C:29]([C:30](Cl)=[O:31])=[CH:28][CH:27]=1.C(N(CC)CC)C. The catalyst is C(Cl)Cl.O.[Cl-].[Na+].O. The product is [N:1]1[CH:6]=[CH:5][CH:4]=[C:3]([CH2:7][NH:8][C:9]([C:11]2[S:15][C:14]([C:16]3[CH:20]=[CH:19][N:18]([CH2:21][CH2:22][NH:23][C:30](=[O:31])[C:29]4[CH:33]=[CH:34][C:26]([F:25])=[CH:27][CH:28]=4)[N:17]=3)=[N:13][C:12]=2[CH3:24])=[O:10])[CH:2]=1. The yield is 0.430. (5) The reactants are C([O-])(=O)C.C([O-])(=O)C.[CH3:9][O:10][C:11]1[CH:16]=[CH:15][C:14]([IH+:17])=[CH:13][CH:12]=1.[CH3:18][O:19][C:20]1[CH:25]=[CH:24][C:23]([IH+])=[CH:22][CH:21]=1.O.[S:28]([C:32]1[CH:38]=[CH:37][C:35]([CH3:36])=[CH:34][CH:33]=1)([OH:31])(=[O:30])=[O:29].IC1C=CC(OC)=CC=1. The catalyst is C(#N)C. The product is [S:28]([C:32]1[CH:38]=[CH:37][C:35]([CH3:36])=[CH:34][CH:33]=1)([O-:31])(=[O:30])=[O:29].[CH3:9][O:10][C:11]1[CH:16]=[CH:15][C:14]([I+:17][C:23]2[CH:24]=[CH:25][C:20]([O:19][CH3:18])=[CH:21][CH:22]=2)=[CH:13][CH:12]=1. The yield is 0.820. (6) The reactants are CC(OI1(OC(C)=O)(OC(C)=O)OC(=O)C2C=CC=CC1=2)=O.[Br:23][C:24]1[CH:29]=[CH:28][CH:27]=[C:26]([CH:30]([OH:37])[CH2:31][CH2:32][CH2:33][CH2:34][CH2:35][CH3:36])[CH:25]=1. No catalyst specified. The product is [Br:23][C:24]1[CH:29]=[CH:28][CH:27]=[C:26]([C:30](=[O:37])[CH2:31][CH2:32][CH2:33][CH2:34][CH2:35][CH3:36])[CH:25]=1. The yield is 0.780. (7) The reactants are [OH:1][C:2]1[C:10]([OH:11])=[C:9]([C:12]([OH:14])=[O:13])[CH:8]=[CH:7][C:3]=1[C:4]([OH:6])=[O:5].[CH2:15](Cl)[C:16]1[CH:21]=[CH:20][CH:19]=[CH:18][CH:17]=1.C([O-])([O-])=O.[K+].[K+]. The catalyst is CN(C=O)C. The product is [CH2:15]([O:1][C:2]1[C:10]([O:11][CH2:15][C:16]2[CH:21]=[CH:20][CH:19]=[CH:18][CH:17]=2)=[C:9]([C:12]([O:14][CH2:4][C:3]2[CH:7]=[CH:8][CH:9]=[CH:10][CH:2]=2)=[O:13])[CH:8]=[CH:7][C:3]=1[C:4]([O:6][CH2:15][C:16]1[CH:21]=[CH:20][CH:19]=[CH:18][CH:17]=1)=[O:5])[C:16]1[CH:21]=[CH:20][CH:19]=[CH:18][CH:17]=1. The yield is 0.480.